This data is from Catalyst prediction with 721,799 reactions and 888 catalyst types from USPTO. The task is: Predict which catalyst facilitates the given reaction. Reactant: [SH:1][C:2]1[CH:10]=[CH:9][C:5]([C:6]([OH:8])=O)=[CH:4][N:3]=1.[CH2:11]([NH2:18])[C:12]1[CH:17]=[CH:16][CH:15]=[CH:14][CH:13]=1.CCOC1N(C(OCC)=O)C2C(=CC=CC=2)C=C1.O. Product: [CH2:11]([NH:18][C:6](=[O:8])[C:5]1[CH:9]=[CH:10][C:2]([SH:1])=[N:3][CH:4]=1)[C:12]1[CH:17]=[CH:16][CH:15]=[CH:14][CH:13]=1. The catalyst class is: 3.